Dataset: Forward reaction prediction with 1.9M reactions from USPTO patents (1976-2016). Task: Predict the product of the given reaction. (1) The product is: [CH3:19][O:18][C:12]1[CH:11]=[C:10]([C:3]2[CH:4]=[N:5][CH:6]=[C:7]([C:2]=2[NH:20][C:21]2[CH:26]=[CH:25][CH:24]=[C:23]([OH:27])[CH:22]=2)[C:8]#[N:9])[CH:15]=[CH:14][C:13]=1[O:16][CH3:17]. Given the reactants Cl[C:2]1[C:7]([C:8]#[N:9])=[CH:6][N:5]=[CH:4][C:3]=1[C:10]1[CH:15]=[CH:14][C:13]([O:16][CH3:17])=[C:12]([O:18][CH3:19])[CH:11]=1.[NH2:20][C:21]1[CH:22]=[C:23]([OH:27])[CH:24]=[CH:25][CH:26]=1, predict the reaction product. (2) Given the reactants Br[C:2]1[CH:3]=[C:4]2[C:13]3=[C:14]([C:16]4[CH:17]=[C:18](C5C=CC=CC=5)[CH:19]=[CH:20][C:21]=4[N:12]3[C:11]3[CH:10]=[CH:9][CH:8]=[CH:7][C:6]=3[C:5]2([CH3:29])[CH3:28])[CH:15]=1.[CH2:30]([Li])[CH2:31][CH2:32][CH3:33].[B:35]([O:40]C)(OC)[O:36]C.[CH2:42]1COC[CH2:43]1, predict the reaction product. The product is: [CH3:29][C:5]1([CH3:28])[C:4]2[C:13]3=[C:14]([C:6]4[CH:7]=[C:8]([B:35]([OH:40])[OH:36])[CH:9]=[CH:10][C:11]=4[N:12]3[C:21]3[CH:16]=[CH:17][CH:18]=[CH:19][C:20]1=3)[CH:15]=[C:2]([C:30]1[CH:43]=[CH:42][CH:33]=[CH:32][CH:31]=1)[CH:3]=2.